Task: Predict which catalyst facilitates the given reaction.. Dataset: Catalyst prediction with 721,799 reactions and 888 catalyst types from USPTO Reactant: [CH2:1]([N:3]1[C:8]2[N:9]=[C:10]([NH:13][C:14]3[CH:19]=[CH:18][C:17]([N:20]4[CH2:25][CH2:24][N:23](C(OC(C)(C)C)=O)[CH2:22][CH2:21]4)=[C:16]([F:33])[CH:15]=3)[N:11]=[CH:12][C:7]=2[CH:6]=[C:5]([C:34]2[CH:39]=[CH:38][CH:37]=[CH:36][CH:35]=2)[C:4]1=[O:40])[CH3:2].[ClH:41]. Product: [ClH:41].[CH2:1]([N:3]1[C:8]2[N:9]=[C:10]([NH:13][C:14]3[CH:19]=[CH:18][C:17]([N:20]4[CH2:25][CH2:24][NH:23][CH2:22][CH2:21]4)=[C:16]([F:33])[CH:15]=3)[N:11]=[CH:12][C:7]=2[CH:6]=[C:5]([C:34]2[CH:35]=[CH:36][CH:37]=[CH:38][CH:39]=2)[C:4]1=[O:40])[CH3:2]. The catalyst class is: 698.